Dataset: Forward reaction prediction with 1.9M reactions from USPTO patents (1976-2016). Task: Predict the product of the given reaction. (1) The product is: [Cl:1][C:2]1[CH:7]=[CH:6][C:5]([C:8]2[C:17]3[C:12](=[CH:13][C:14]([S:18]([NH:41][C:38]4[CH:39]=[CH:40][N:35]=[CH:36][N:37]=4)(=[O:20])=[O:19])=[CH:15][CH:16]=3)[N:11]=[CH:10][N:9]=2)=[C:4]([O:33][CH3:34])[CH:3]=1. Given the reactants [Cl:1][C:2]1[CH:7]=[CH:6][C:5]([C:8]2[C:17]3[C:12](=[CH:13][C:14]([S:18](OC4C(F)=C(F)C(F)=C(F)C=4F)(=[O:20])=[O:19])=[CH:15][CH:16]=3)[N:11]=[CH:10][N:9]=2)=[C:4]([O:33][CH3:34])[CH:3]=1.[N:35]1[CH:40]=[CH:39][C:38]([NH2:41])=[N:37][CH:36]=1.[Li+].C[Si]([N-][Si](C)(C)C)(C)C, predict the reaction product. (2) Given the reactants [Li].C[Si]([N-:6][Si](C)(C)C)(C)C.[CH3:11][O:12][C:13]1[CH:14]=[C:15]([CH:18]=[CH:19][C:20]=1[N+:21]([O-:23])=[O:22])[C:16]#[N:17].Cl, predict the reaction product. The product is: [CH3:11][O:12][C:13]1[CH:14]=[C:15]([CH:18]=[CH:19][C:20]=1[N+:21]([O-:23])=[O:22])[C:16]([NH2:6])=[NH:17]. (3) Given the reactants [H][H].[NH3:3].[CH2:4]([O:8][C:9]1[N:17]=[C:16]2[C:12]([N:13]=[CH:14][N:15]2[C@@H:18]2[O:30][C@H:29]([CH2:31][O:32]C(=O)C)[C@@H:24]([O:25]C(=O)C)[C@H:19]2[O:20]C(=O)C)=[C:11](Cl)[N:10]=1)[CH2:5][CH2:6][CH3:7], predict the reaction product. The product is: [CH2:4]([O:8][C:9]1[N:10]=[C:11]([NH2:3])[C:12]2[N:13]=[CH:14][N:15]([C:16]=2[N:17]=1)[C@@H:18]1[O:30][C@H:29]([CH2:31][OH:32])[C@@H:24]([OH:25])[C@H:19]1[OH:20])[CH2:5][CH2:6][CH3:7]. (4) Given the reactants [C:1]([P:5]([CH2:10][C:11]1[N:16]=[C:15]([C:17]2[CH:22]=[CH:21][CH:20]=[CH:19][N:18]=2)[CH:14]=[CH:13][CH:12]=1)[C:6](C)([CH3:8])[CH3:7])(C)([CH3:3])[CH3:2].[BH4-].[Na+], predict the reaction product. The product is: [CH:1]([P:5]([CH2:10][C:11]1[N:16]=[C:15]([C:17]2[CH:22]=[CH:21][CH:20]=[CH:19][N:18]=2)[CH:14]=[CH:13][CH:12]=1)[CH:6]([CH3:8])[CH3:7])([CH3:2])[CH3:3]. (5) Given the reactants [F:1][C:2]([F:9])([F:8])[CH2:3][CH2:4][CH2:5][CH2:6][OH:7], predict the reaction product. The product is: [F:1][C:2]([F:9])([F:8])[CH2:3][CH2:4][CH2:5][CH:6]=[O:7]. (6) Given the reactants [Li+].[OH-].C[O:4][C:5](=[O:23])[CH2:6][N:7]([C:9]([C:11]1[CH:16]=[CH:15][C:14]([C:17]2[CH:22]=[CH:21][CH:20]=[CH:19][CH:18]=2)=[CH:13][CH:12]=1)=[O:10])[CH3:8].O.Cl, predict the reaction product. The product is: [C:14]1([C:17]2[CH:18]=[CH:19][CH:20]=[CH:21][CH:22]=2)[CH:15]=[CH:16][C:11]([C:9]([N:7]([CH2:6][C:5]([OH:23])=[O:4])[CH3:8])=[O:10])=[CH:12][CH:13]=1. (7) Given the reactants C(OC(N1CC2C(COC3C=C4C(C(OC5C=CC=CC=5N[C:40]([NH:42][C:43](=[O:51])[CH2:44][C:45]5[CH:50]=[CH:49][CH:48]=[CH:47][CH:46]=5)=[S:41])=NC(F)=N4)=CC=3OC)CCC2C1)=O)C1C=CC=CC=1.C1(CC(Cl)=O)C=CC=CC=1.[CH2:64]([O:71][C:72]([N:74]1[CH2:78][CH:77]2[CH2:79][CH:80]([CH2:82][O:83][C:84]3[CH:93]=[C:92]4[C:87]([C:88]([O:94][C:95]5[CH:100]=[CH:99][C:98]([NH2:101])=[CH:97][C:96]=5[F:102])=[N:89][CH:90]=[N:91]4)=[CH:86][C:85]=3[O:103][CH3:104])[CH2:81][CH:76]2[CH2:75]1)=[O:73])[C:65]1[CH:70]=[CH:69][CH:68]=[CH:67][CH:66]=1.CCO, predict the reaction product. The product is: [CH2:64]([O:71][C:72]([N:74]1[CH2:75][CH:76]2[CH2:81][CH:80]([CH2:82][O:83][C:84]3[CH:93]=[C:92]4[C:87]([C:88]([O:94][C:95]5[CH:100]=[CH:99][C:98]([NH:101][C:40]([NH:42][C:43](=[O:51])[CH2:44][C:45]6[CH:46]=[CH:47][CH:48]=[CH:49][CH:50]=6)=[S:41])=[CH:97][C:96]=5[F:102])=[N:89][CH:90]=[N:91]4)=[CH:86][C:85]=3[O:103][CH3:104])[CH2:79][CH:77]2[CH2:78]1)=[O:73])[C:65]1[CH:70]=[CH:69][CH:68]=[CH:67][CH:66]=1.